From a dataset of NCI-60 drug combinations with 297,098 pairs across 59 cell lines. Regression. Given two drug SMILES strings and cell line genomic features, predict the synergy score measuring deviation from expected non-interaction effect. (1) Drug 1: CC1CCC2CC(C(=CC=CC=CC(CC(C(=O)C(C(C(=CC(C(=O)CC(OC(=O)C3CCCCN3C(=O)C(=O)C1(O2)O)C(C)CC4CCC(C(C4)OC)O)C)C)O)OC)C)C)C)OC. Drug 2: CCC1(C2=C(COC1=O)C(=O)N3CC4=CC5=C(C=CC(=C5CN(C)C)O)N=C4C3=C2)O.Cl. Cell line: SF-295. Synergy scores: CSS=40.7, Synergy_ZIP=-1.87, Synergy_Bliss=-0.196, Synergy_Loewe=-12.3, Synergy_HSA=0.520. (2) Drug 1: CC1C(C(CC(O1)OC2CC(OC(C2O)C)OC3=CC4=CC5=C(C(=O)C(C(C5)C(C(=O)C(C(C)O)O)OC)OC6CC(C(C(O6)C)O)OC7CC(C(C(O7)C)O)OC8CC(C(C(O8)C)O)(C)O)C(=C4C(=C3C)O)O)O)O. Drug 2: N.N.Cl[Pt+2]Cl. Cell line: HOP-92. Synergy scores: CSS=53.2, Synergy_ZIP=-2.55, Synergy_Bliss=-1.51, Synergy_Loewe=-2.04, Synergy_HSA=1.22. (3) Drug 1: C1=NC2=C(N=C(N=C2N1C3C(C(C(O3)CO)O)F)Cl)N. Drug 2: COCCOC1=C(C=C2C(=C1)C(=NC=N2)NC3=CC=CC(=C3)C#C)OCCOC.Cl. Cell line: HCT-15. Synergy scores: CSS=-9.34, Synergy_ZIP=3.11, Synergy_Bliss=-2.25, Synergy_Loewe=-10.1, Synergy_HSA=-3.36. (4) Synergy scores: CSS=80.8, Synergy_ZIP=11.3, Synergy_Bliss=11.1, Synergy_Loewe=9.71, Synergy_HSA=14.9. Drug 1: CC1=C2C(C(=O)C3(C(CC4C(C3C(C(C2(C)C)(CC1OC(=O)C(C(C5=CC=CC=C5)NC(=O)OC(C)(C)C)O)O)OC(=O)C6=CC=CC=C6)(CO4)OC(=O)C)OC)C)OC. Drug 2: CCC1=CC2CC(C3=C(CN(C2)C1)C4=CC=CC=C4N3)(C5=C(C=C6C(=C5)C78CCN9C7C(C=CC9)(C(C(C8N6C)(C(=O)OC)O)OC(=O)C)CC)OC)C(=O)OC.C(C(C(=O)O)O)(C(=O)O)O. Cell line: HCT116. (5) Drug 1: C1CCN(CC1)CCOC2=CC=C(C=C2)C(=O)C3=C(SC4=C3C=CC(=C4)O)C5=CC=C(C=C5)O. Drug 2: CC1C(C(CC(O1)OC2CC(CC3=C2C(=C4C(=C3O)C(=O)C5=CC=CC=C5C4=O)O)(C(=O)C)O)N)O. Cell line: TK-10. Synergy scores: CSS=39.1, Synergy_ZIP=-1.18, Synergy_Bliss=-0.723, Synergy_Loewe=-3.20, Synergy_HSA=-0.448.